From a dataset of Peptide-MHC class I binding affinity with 185,985 pairs from IEDB/IMGT. Regression. Given a peptide amino acid sequence and an MHC pseudo amino acid sequence, predict their binding affinity value. This is MHC class I binding data. (1) The peptide sequence is YTFAISYCRA. The MHC is HLA-A02:03 with pseudo-sequence HLA-A02:03. The binding affinity (normalized) is 0.665. (2) The binding affinity (normalized) is 0.0847. The peptide sequence is YKSRCYVGL. The MHC is HLA-B57:01 with pseudo-sequence HLA-B57:01. (3) The peptide sequence is STSRHKKTM. The MHC is Mamu-A01 with pseudo-sequence Mamu-A01. The binding affinity (normalized) is 0. (4) The binding affinity (normalized) is 0.317. The MHC is HLA-B39:01 with pseudo-sequence HLA-B39:01. The peptide sequence is RPAFPAGTF.